Regression. Given two drug SMILES strings and cell line genomic features, predict the synergy score measuring deviation from expected non-interaction effect. From a dataset of NCI-60 drug combinations with 297,098 pairs across 59 cell lines. (1) Synergy scores: CSS=38.8, Synergy_ZIP=2.96, Synergy_Bliss=-2.03, Synergy_Loewe=-2.77, Synergy_HSA=-3.16. Cell line: TK-10. Drug 1: CC12CCC3C(C1CCC2=O)CC(=C)C4=CC(=O)C=CC34C. Drug 2: B(C(CC(C)C)NC(=O)C(CC1=CC=CC=C1)NC(=O)C2=NC=CN=C2)(O)O. (2) Drug 2: CC1C(C(CC(O1)OC2CC(CC3=C2C(=C4C(=C3O)C(=O)C5=C(C4=O)C(=CC=C5)OC)O)(C(=O)CO)O)N)O.Cl. Drug 1: C1CC(=O)NC(=O)C1N2CC3=C(C2=O)C=CC=C3N. Synergy scores: CSS=53.1, Synergy_ZIP=-4.86, Synergy_Bliss=-3.05, Synergy_Loewe=-12.4, Synergy_HSA=2.24. Cell line: SNB-75. (3) Drug 1: CC1C(C(CC(O1)OC2CC(CC3=C2C(=C4C(=C3O)C(=O)C5=C(C4=O)C(=CC=C5)OC)O)(C(=O)C)O)N)O.Cl. Drug 2: COC1=NC(=NC2=C1N=CN2C3C(C(C(O3)CO)O)O)N. Cell line: NCI/ADR-RES. Synergy scores: CSS=-4.16, Synergy_ZIP=4.20, Synergy_Bliss=3.37, Synergy_Loewe=-3.01, Synergy_HSA=-3.01.